Task: Predict which catalyst facilitates the given reaction.. Dataset: Catalyst prediction with 721,799 reactions and 888 catalyst types from USPTO Reactant: C(=O)([O-])[O-].[K+].[K+].[Cl:7][C:8]1[CH:13]=[CH:12][C:11]([C:14]2[N:15]([CH2:20][CH:21]=[CH2:22])[C:16](=[O:19])[NH:17][N:18]=2)=[CH:10][CH:9]=1.Cl[CH2:24][C:25]([O:27][CH3:28])=[O:26]. Product: [Cl:7][C:8]1[CH:9]=[CH:10][C:11]([C:14]2[N:15]([CH2:20][CH:21]=[CH2:22])[C:16](=[O:19])[N:17]([CH2:24][C:25]([O:27][CH3:28])=[O:26])[N:18]=2)=[CH:12][CH:13]=1. The catalyst class is: 10.